The task is: Predict the reactants needed to synthesize the given product.. This data is from Full USPTO retrosynthesis dataset with 1.9M reactions from patents (1976-2016). Given the product [CH3:1][O:2][CH2:3][C:4]1[N:8]2[C:9]([C:16]([F:19])([F:18])[F:17])=[CH:10][CH:11]=[C:12]([C:13]([NH:26][C:25]3[N:21]([CH3:20])[N:22]=[N:23][N:24]=3)=[O:15])[C:7]2=[N:6][N:5]=1, predict the reactants needed to synthesize it. The reactants are: [CH3:1][O:2][CH2:3][C:4]1[N:8]2[C:9]([C:16]([F:19])([F:18])[F:17])=[CH:10][CH:11]=[C:12]([C:13]([OH:15])=O)[C:7]2=[N:6][N:5]=1.[CH3:20][N:21]1[C:25]([NH2:26])=[N:24][N:23]=[N:22]1.S(Cl)(Cl)=O.